This data is from Forward reaction prediction with 1.9M reactions from USPTO patents (1976-2016). The task is: Predict the product of the given reaction. (1) Given the reactants O=[C:2]1[CH2:7][CH2:6][CH:5]([NH:8][C:9](=[O:15])[O:10][C:11]([CH3:14])([CH3:13])[CH3:12])[CH2:4][CH2:3]1.[NH:16]1[CH2:20][CH2:19][C@@H:18]([NH:21][C:22]([CH2:24][NH:25][C:26](=[O:37])[C:27]2[CH:32]=[CH:31][CH:30]=[C:29]([C:33]([F:36])([F:35])[F:34])[CH:28]=2)=[O:23])[CH2:17]1.C(O[BH-](OC(=O)C)OC(=O)C)(=O)C.[Na+], predict the reaction product. The product is: [F:36][C:33]([F:34])([F:35])[C:29]1[CH:28]=[C:27]([CH:32]=[CH:31][CH:30]=1)[C:26]([NH:25][CH2:24][C:22]([NH:21][C@@H:18]1[CH2:19][CH2:20][N:16]([CH:2]2[CH2:7][CH2:6][CH:5]([NH:8][C:9](=[O:15])[O:10][C:11]([CH3:14])([CH3:13])[CH3:12])[CH2:4][CH2:3]2)[CH2:17]1)=[O:23])=[O:37]. (2) Given the reactants [OH:1][C:2]1[CH:7]=[C:6]([CH2:8][CH3:9])[O:5][C:4](=[O:10])[CH:3]=1.[C:11](Cl)(=[O:15])[CH2:12][CH2:13][CH3:14], predict the reaction product. The product is: [C:11]([C:3]1[C:4](=[O:10])[O:5][C:6]([CH2:8][CH3:9])=[CH:7][C:2]=1[OH:1])(=[O:15])[CH2:12][CH2:13][CH3:14]. (3) Given the reactants Cl.C[O:3][C:4](=[O:36])[C:5]1[CH:10]=[CH:9][C:8]([O:11][C:12]2[CH:17]=[CH:16][C:15]([CH2:18][C@H:19]([NH2:35])[C:20]3[N:21]([CH2:33][CH3:34])[CH:22]=[C:23]([C:25]4[CH:30]=[CH:29][C:28]([Cl:31])=[CH:27][C:26]=4[Cl:32])[N:24]=3)=[CH:14][CH:13]=2)=[CH:7][CH:6]=1.[CH2:37]([C:39]1[CH:47]=[CH:46][C:42]([C:43](O)=[O:44])=[CH:41][CH:40]=1)[CH3:38], predict the reaction product. The product is: [Cl:32][C:26]1[CH:27]=[C:28]([Cl:31])[CH:29]=[CH:30][C:25]=1[C:23]1[N:24]=[C:20]([C@@H:19]([NH:35][C:43](=[O:44])[C:42]2[CH:46]=[CH:47][C:39]([CH2:37][CH3:38])=[CH:40][CH:41]=2)[CH2:18][C:15]2[CH:16]=[CH:17][C:12]([O:11][C:8]3[CH:9]=[CH:10][C:5]([C:4]([OH:3])=[O:36])=[CH:6][CH:7]=3)=[CH:13][CH:14]=2)[N:21]([CH2:33][CH3:34])[CH:22]=1. (4) Given the reactants [Na].[Br:2][C:3]1[C:4]([CH3:10])=[CH:5][C:6](Cl)=[N:7][CH:8]=1.Cl.[CH3:12][OH:13], predict the reaction product. The product is: [Br:2][C:3]1[C:4]([CH3:10])=[CH:5][C:6]([O:13][CH3:12])=[N:7][CH:8]=1. (5) Given the reactants [Br:1][C:2]1[N:7]=[C:6]([C:8]([NH:10][CH2:11][C:12]2[CH:17]=[CH:16][C:15]([Cl:18])=[CH:14][CH:13]=2)=[O:9])[C:5]([OH:19])=[CH:4][CH:3]=1.[C:20]([O-])([O-])=O.[Cs+].[Cs+].ClCI, predict the reaction product. The product is: [Br:1][C:2]1[CH:3]=[CH:4][C:5]2[O:19][CH2:20][N:10]([CH2:11][C:12]3[CH:17]=[CH:16][C:15]([Cl:18])=[CH:14][CH:13]=3)[C:8](=[O:9])[C:6]=2[N:7]=1. (6) Given the reactants [C:1]([O:5][C:6]([N:8]1[CH2:13][CH2:12][NH:11][CH2:10][CH2:9]1)=[O:7])([CH3:4])([CH3:3])[CH3:2].C(N(C(C)C)CC)(C)C.[C:23](Cl)(=[O:26])[CH:24]=[CH2:25], predict the reaction product. The product is: [C:1]([O:5][C:6]([N:8]1[CH2:13][CH2:12][N:11]([C:23](=[O:26])[CH:24]=[CH2:25])[CH2:10][CH2:9]1)=[O:7])([CH3:4])([CH3:2])[CH3:3]. (7) Given the reactants Cl[C:2]1[N:3]=[C:4]([N:25]2[CH2:30][CH2:29][O:28][CH2:27][CH2:26]2)[C:5]2[S:10][C:9]([CH2:11][N:12]3[CH2:17][CH2:16][N:15]([C:18]([CH3:24])([CH3:23])[C:19]([NH:21][CH3:22])=[O:20])[CH2:14][CH2:13]3)=[CH:8][C:6]=2[N:7]=1.CC1(C)C(C)(C)OB([C:39]2[CH:40]=[N:41][C:42]([NH2:45])=[N:43][CH:44]=2)O1, predict the reaction product. The product is: [NH2:45][C:42]1[N:43]=[CH:44][C:39]([C:2]2[N:3]=[C:4]([N:25]3[CH2:30][CH2:29][O:28][CH2:27][CH2:26]3)[C:5]3[S:10][C:9]([CH2:11][N:12]4[CH2:17][CH2:16][N:15]([C:18]([CH3:24])([CH3:23])[C:19]([NH:21][CH3:22])=[O:20])[CH2:14][CH2:13]4)=[CH:8][C:6]=3[N:7]=2)=[CH:40][N:41]=1. (8) Given the reactants [CH:1]12[O:8][CH:5]([CH2:6][CH2:7]1)[CH2:4][N:3]([C:9]1[CH:14]=[CH:13][N:12]=[C:11]3[N:15]([CH3:20])[CH:16]=[C:17]([CH:18]=O)[C:10]=13)[CH2:2]2.[OH:21][C:22]1[C:27]2[C:28](=[O:31])[CH2:29][O:30][C:26]=2[CH:25]=[C:24]([OH:32])[CH:23]=1.Cl, predict the reaction product. The product is: [OH:21][C:22]1[C:27]2[C:28](=[O:31])/[C:29](=[CH:18]/[C:17]3[C:10]4[C:11](=[N:12][CH:13]=[CH:14][C:9]=4[N:3]4[CH2:4][CH:5]5[O:8][CH:1]([CH2:7][CH2:6]5)[CH2:2]4)[N:15]([CH3:20])[CH:16]=3)/[O:30][C:26]=2[CH:25]=[C:24]([OH:32])[CH:23]=1. (9) Given the reactants [CH3:1][C:2]1[O:6][N:5]=[C:4]([C:7]2[NH:8][C:9]3[C:14]([C:15]=2[CH:16]=O)=[CH:13][CH:12]=[CH:11][CH:10]=3)[N:3]=1.C([O-])(=O)C.[Na+].[N+:23](CC)([O-])=O, predict the reaction product. The product is: [CH3:1][C:2]1[O:6][N:5]=[C:4]([C:7]2[NH:8][C:9]3[C:14]([C:15]=2[C:16]#[N:23])=[CH:13][CH:12]=[CH:11][CH:10]=3)[N:3]=1.